Task: Predict the reactants needed to synthesize the given product.. Dataset: Full USPTO retrosynthesis dataset with 1.9M reactions from patents (1976-2016) (1) Given the product [Br:2][CH2:6][C:7]1[S:8][C:9]2[C:15]([C:16]3[CH:17]=[C:18]([CH:26]=[CH:27][CH:28]=3)[C:19]([NH:21][CH2:22][CH2:23][O:24][CH3:25])=[O:20])=[CH:14][CH:13]=[CH:12][C:10]=2[CH:11]=1, predict the reactants needed to synthesize it. The reactants are: P(Br)(Br)[Br:2].O[CH2:6][C:7]1[S:8][C:9]2[C:15]([C:16]3[CH:17]=[C:18]([CH:26]=[CH:27][CH:28]=3)[C:19]([NH:21][CH2:22][CH2:23][O:24][CH3:25])=[O:20])=[CH:14][CH:13]=[CH:12][C:10]=2[CH:11]=1.C(=O)(O)[O-].[Na+]. (2) Given the product [CH3:5][N:4]([CH3:6])[C:3]1[N:15]2[C:16](=[O:22])[C:17]3[NH:18][CH:19]=[N:20][C:21]=3[N:13]([CH2:8][CH2:9][CH2:10][CH2:11][CH3:12])[C:14]2=[N:23][N:24]=1, predict the reactants needed to synthesize it. The reactants are: [Cl-].Cl[C:3](Cl)=[N+:4]([CH3:6])[CH3:5].[CH2:8]([N:13]1[C:21]2[N:20]=[CH:19][NH:18][C:17]=2[C:16](=[O:22])[NH:15]/[C:14]/1=[N:23]/[NH2:24])[CH2:9][CH2:10][CH2:11][CH3:12]. (3) Given the product [CH2:1]([C:3]1[CH:8]=[CH:7][C:6]([O:9][C:28]2[CH:27]=[CH:26][C:25]([N+:30]([O-:32])=[O:31])=[CH:24][C:23]=2[F:22])=[CH:5][C:4]=1[CH:10]1[C:15](=[O:16])[C:14]([CH3:18])([CH3:17])[O:13][C:12]([CH3:20])([CH3:19])[C:11]1=[O:21])[CH3:2], predict the reactants needed to synthesize it. The reactants are: [CH2:1]([C:3]1[CH:8]=[CH:7][C:6]([OH:9])=[CH:5][C:4]=1[CH:10]1[C:15](=[O:16])[C:14]([CH3:18])([CH3:17])[O:13][C:12]([CH3:20])([CH3:19])[C:11]1=[O:21])[CH3:2].[F:22][C:23]1[CH:24]=[C:25]([N+:30]([O-:32])=[O:31])[CH:26]=[CH:27][C:28]=1F.C(=O)([O-])[O-].[K+].[K+].Cl. (4) Given the product [CH3:17][C:11]1([NH:39][C:31]([N:50]2[CH:49]3[CH2:54][CH:45]4[O:46][CH:47]([CH2:53][CH:51]2[CH2:52]4)[CH2:48]3)=[O:30])[CH2:10][CH2:9][N:8]([C:6]([O:5][C:1]([CH3:2])([CH3:3])[CH3:4])=[O:7])[CH2:13][CH2:12]1, predict the reactants needed to synthesize it. The reactants are: [C:1]([O:5][C:6]([N:8]1[CH2:13][CH2:12][C:11]([CH3:17])(C(O)=O)[CH2:10][CH2:9]1)=[O:7])([CH3:4])([CH3:3])[CH3:2].C1C=CC(OP([O:30][C:31]2C=CC=CC=2)(N=[N+]=[N-])=O)=CC=1.C([N:39](CC)CC)C.Cl.[CH:45]12[CH2:54][CH:49]3[NH:50][CH:51]([CH2:53][CH:47]([CH2:48]3)[O:46]1)[CH2:52]2. (5) Given the product [C:4]([O:3][C:1](=[O:2])[NH:8][C@@H:9]([CH2:10][C:11]1[CH:12]=[CH:13][CH:14]=[CH:15][CH:16]=1)[CH2:17][O:18][CH2:21][C:22]1[CH:27]=[CH:26][CH:25]=[CH:24][CH:23]=1)([CH3:5])([CH3:7])[CH3:6], predict the reactants needed to synthesize it. The reactants are: [C:1]([NH:8][C@H:9]([CH2:17][OH:18])[CH2:10][C:11]1[CH:16]=[CH:15][CH:14]=[CH:13][CH:12]=1)([O:3][C:4]([CH3:7])([CH3:6])[CH3:5])=[O:2].[H-].[Na+].[CH2:21](Br)[C:22]1[CH:27]=[CH:26][CH:25]=[CH:24][CH:23]=1. (6) Given the product [F:23][C:20]1[CH:21]=[CH:22][C:17]([C:5]2[C:4]3[C:8](=[CH:9][CH:10]=[C:2]([C:60]#[C:59][C:53]4[CH:58]=[CH:57][CH:56]=[CH:55][CH:54]=4)[CH:3]=3)[N:7]([CH:11]3[CH2:16][CH2:15][CH2:14][CH2:13][O:12]3)[N:6]=2)=[CH:18][CH:19]=1, predict the reactants needed to synthesize it. The reactants are: Br[C:2]1[CH:3]=[C:4]2[C:8](=[CH:9][CH:10]=1)[N:7]([CH:11]1[CH2:16][CH2:15][CH2:14][CH2:13][O:12]1)[N:6]=[C:5]2[C:17]1[CH:22]=[CH:21][C:20]([F:23])=[CH:19][CH:18]=1.C(N(CC)CC)C.C1(C)C=CC=CC=1P(C1C=CC=CC=1C)C1C=CC=CC=1C.[C:53]1([C:59]#[CH:60])[CH:58]=[CH:57][CH:56]=[CH:55][CH:54]=1.